From a dataset of Full USPTO retrosynthesis dataset with 1.9M reactions from patents (1976-2016). Predict the reactants needed to synthesize the given product. (1) Given the product [ClH:47].[NH:30]1[CH2:31][CH2:32][CH2:33][C@H:29]1[CH2:28][N:1]1[C:9]2[C:4](=[CH:5][C:6]([N:10]3[CH:15]=[CH:14][C:13]([C:16]4[CH:21]=[CH:20][C:19]([C:22]([F:24])([F:25])[F:23])=[CH:18][CH:17]=4)=[CH:12][C:11]3=[O:26])=[CH:7][CH:8]=2)[CH:3]=[N:2]1, predict the reactants needed to synthesize it. The reactants are: [NH:1]1[C:9]2[C:4](=[CH:5][C:6]([N:10]3[CH:15]=[CH:14][C:13]([C:16]4[CH:21]=[CH:20][C:19]([C:22]([F:25])([F:24])[F:23])=[CH:18][CH:17]=4)=[CH:12][C:11]3=[O:26])=[CH:7][CH:8]=2)[CH:3]=[N:2]1.Br[CH2:28][C@@H:29]1[CH2:33][CH2:32][CH2:31][N:30]1C(OC(C)(C)C)=O.C(=O)([O-])[O-].[Cs+].[Cs+].[ClH:47]. (2) The reactants are: [C:1](Cl)(Cl)=[O:2].[O:5]1[CH2:10][CH2:9][CH:8]([N:11]2[CH2:15][CH2:14][NH:13][C:12]2=[O:16])[CH2:7][CH2:6]1.N1C=CC=CC=1.[CH2:23]([C:25]1[N:30]=[C:29]([NH2:31])[CH:28]=[CH:27][C:26]=1[O:32][C:33]1[CH:38]=[CH:37][N:36]=[C:35]([C:39]2[CH:40]=[N:41][N:42]([CH3:44])[CH:43]=2)[CH:34]=1)[CH3:24]. Given the product [CH2:23]([C:25]1[N:30]=[C:29]([NH:31][C:1]([N:13]2[CH2:14][CH2:15][N:11]([CH:8]3[CH2:7][CH2:6][O:5][CH2:10][CH2:9]3)[C:12]2=[O:16])=[O:2])[CH:28]=[CH:27][C:26]=1[O:32][C:33]1[CH:38]=[CH:37][N:36]=[C:35]([C:39]2[CH:40]=[N:41][N:42]([CH3:44])[CH:43]=2)[CH:34]=1)[CH3:24], predict the reactants needed to synthesize it. (3) Given the product [Cl:1][C:2]1[CH:3]=[C:4]([C:5]([NH:27][C@@H:28]([C:31]2[CH:36]=[CH:35][CH:34]=[CH:33][CH:32]=2)[CH2:29][OH:30])=[O:7])[CH:8]=[CH:9][C:10]=1[C:11]([NH:12][C:13]1[CH:18]=[CH:17][C:16]([Cl:19])=[C:15]([C:20]2[CH:25]=[CH:24][CH:23]=[CH:22][N:21]=2)[CH:14]=1)=[O:26], predict the reactants needed to synthesize it. The reactants are: [Cl:1][C:2]1[CH:3]=[C:4]([CH:8]=[CH:9][C:10]=1[C:11](=[O:26])[NH:12][C:13]1[CH:18]=[CH:17][C:16]([Cl:19])=[C:15]([C:20]2[CH:25]=[CH:24][CH:23]=[CH:22][N:21]=2)[CH:14]=1)[C:5]([OH:7])=O.[NH2:27][C@@H:28]([C:31]1[CH:36]=[CH:35][CH:34]=[CH:33][CH:32]=1)[CH2:29][OH:30]. (4) Given the product [NH2:18][C:14]1[C:13]([C:9]2[N:10]([CH2:11][CH3:12])[C:4]3[CH:3]=[C:2]([S:65][C:66]4[CH:67]=[C:68]([NH:72][C:73](=[O:75])[CH3:74])[CH:69]=[CH:70][CH:71]=4)[N:7]=[CH:6][C:5]=3[N:8]=2)=[N:17][O:16][N:15]=1, predict the reactants needed to synthesize it. The reactants are: Br[C:2]1[N:7]=[CH:6][C:5]2[N:8]=[C:9]([C:13]3[C:14]([NH2:18])=[N:15][O:16][N:17]=3)[N:10]([CH2:11][CH3:12])[C:4]=2[CH:3]=1.C1(P(C2C=CC=CC=2)C2C=CC3C(=CC=CC=3)C=2C2C3C(=CC=CC=3)C=CC=2P(C2C=CC=CC=2)C2C=CC=CC=2)C=CC=CC=1.[SH:65][C:66]1[CH:67]=[C:68]([NH:72][C:73](=[O:75])[CH3:74])[CH:69]=[CH:70][CH:71]=1.CC(C)([O-])C.[Na+]. (5) The reactants are: [Br:1][C:2]1[CH:7]=[CH:6][C:5]([C:8]2[O:9][C:10]3[CH:16]=[CH:15][CH:14]=[C:13]([N+:17]([O-])=O)[C:11]=3[N:12]=2)=[CH:4][CH:3]=1.[Sn](Cl)Cl.Cl. Given the product [Br:1][C:2]1[CH:3]=[CH:4][C:5]([C:8]2[O:9][C:10]3[C:11](=[C:13]([NH2:17])[CH:14]=[CH:15][CH:16]=3)[N:12]=2)=[CH:6][CH:7]=1, predict the reactants needed to synthesize it. (6) Given the product [CH:13]1([CH2:12][CH2:11][C:10]([O:16][CH2:17][C:18]2[CH:19]=[CH:20][CH:21]=[CH:22][CH:23]=2)=[O:15])[CH2:1][CH2:14]1, predict the reactants needed to synthesize it. The reactants are: [CH3:1]N(N=O)C(N)=O.[OH-].[Na+].[C:10]([O:16][CH2:17][C:18]1[CH:23]=[CH:22][CH:21]=[CH:20][CH:19]=1)(=[O:15])[CH2:11][CH2:12][CH:13]=[CH2:14].C(O)(=O)C.